From a dataset of Full USPTO retrosynthesis dataset with 1.9M reactions from patents (1976-2016). Predict the reactants needed to synthesize the given product. (1) Given the product [CH3:22][NH:21][C:12](=[O:13])[C:11]1[CH:15]=[CH:16][CH:17]=[C:9]([S:8][C:5]2[CH:6]=[CH:7][C:2]([CH3:1])=[CH:3][C:4]=2[N+:18]([O-:20])=[O:19])[CH:10]=1, predict the reactants needed to synthesize it. The reactants are: [CH3:1][C:2]1[CH:7]=[CH:6][C:5]([S:8][C:9]2[CH:10]=[C:11]([CH:15]=[CH:16][CH:17]=2)[C:12](O)=[O:13])=[C:4]([N+:18]([O-:20])=[O:19])[CH:3]=1.[NH3:21].[CH3:22]O. (2) Given the product [N:1]1[CH:6]=[CH:5][CH:4]=[CH:3][C:2]=1[N:7]1[C:11]([C:12]([F:13])([F:14])[F:15])=[C:10]([C:16]([OH:18])=[O:17])[N:9]=[CH:8]1, predict the reactants needed to synthesize it. The reactants are: [N:1]1[CH:6]=[CH:5][CH:4]=[CH:3][C:2]=1[N:7]1[C:11]([C:12]([F:15])([F:14])[F:13])=[C:10]([C:16]([O:18]CC)=[O:17])[N:9]=[CH:8]1.[OH-].[Na+].